This data is from Forward reaction prediction with 1.9M reactions from USPTO patents (1976-2016). The task is: Predict the product of the given reaction. The product is: [CH3:14][N:7]1[C:6]([C:4]([OH:5])=[O:3])=[CH:10][C:9]([CH2:11][CH2:12][CH3:13])=[N:8]1. Given the reactants C([O:3][C:4]([C:6]1[N:7]([CH3:14])[N:8]=[C:9]([CH2:11][CH2:12][CH3:13])[CH:10]=1)=[O:5])C.[OH-].[Na+].Cl, predict the reaction product.